This data is from Forward reaction prediction with 1.9M reactions from USPTO patents (1976-2016). The task is: Predict the product of the given reaction. (1) The product is: [Cl:1][C:2]1[CH:3]=[C:4]2[C:9](=[CH:10][CH:11]=1)[NH:8][C:7](=[O:12])[NH:6][C@@:5]2([CH2:17][NH:18][C:19](=[O:27])[C:20]1[CH:21]=[CH:22][C:23]([F:26])=[CH:24][CH:25]=1)[C:13]([F:16])([F:14])[F:15]. Given the reactants [Cl:1][C:2]1[CH:3]=[C:4]2[C:9](=[CH:10][CH:11]=1)[NH:8][C:7](=[O:12])[NH:6][C:5]2([CH2:17][NH:18][C:19](=[O:27])[C:20]1[CH:25]=[CH:24][C:23]([F:26])=[CH:22][CH:21]=1)[C:13]([F:16])([F:15])[F:14].CCCCCC, predict the reaction product. (2) The product is: [Cl:1][C:2]1[C:7]([S:8]([CH3:11])(=[O:10])=[O:9])=[CH:6][C:5]([C:12]2[N:13]([C:33]([N:51]3[CH2:52][CH2:53][CH:48]([NH:47][C:45]([NH:44][CH:39]4[CH2:43][CH2:42][CH2:41][CH2:40]4)=[O:46])[CH2:49][CH2:50]3)=[O:34])[C@@:14]([C:26]3[CH:31]=[CH:30][C:29]([Cl:32])=[CH:28][CH:27]=3)([CH3:25])[C@@:15]([C:18]3[CH:19]=[CH:20][C:21]([Cl:24])=[CH:22][CH:23]=3)([CH3:17])[N:16]=2)=[C:4]([O:36][CH2:37][CH3:38])[CH:3]=1. Given the reactants [Cl:1][C:2]1[C:7]([S:8]([CH3:11])(=[O:10])=[O:9])=[CH:6][C:5]([C:12]2[N:13]([C:33](Cl)=[O:34])[C@@:14]([C:26]3[CH:31]=[CH:30][C:29]([Cl:32])=[CH:28][CH:27]=3)([CH3:25])[C@@:15]([C:18]3[CH:23]=[CH:22][C:21]([Cl:24])=[CH:20][CH:19]=3)([CH3:17])[N:16]=2)=[C:4]([O:36][CH2:37][CH3:38])[CH:3]=1.[CH:39]1([NH:44][C:45]([NH:47][CH:48]2[CH2:53][CH2:52][NH:51][CH2:50][CH2:49]2)=[O:46])[CH2:43][CH2:42][CH2:41][CH2:40]1, predict the reaction product.